This data is from Forward reaction prediction with 1.9M reactions from USPTO patents (1976-2016). The task is: Predict the product of the given reaction. (1) Given the reactants [Br:1][C:2]1[CH:11]=[C:10]2[C:5]([C:6](Cl)=[CH:7][C:8](=[O:12])[NH:9]2)=[CH:4][C:3]=1[Cl:14].[N:15]1([C:21]([O:23][C:24]([CH3:27])([CH3:26])[CH3:25])=[O:22])[CH2:20][CH2:19][NH:18][CH2:17][CH2:16]1, predict the reaction product. The product is: [Br:1][C:2]1[CH:11]=[C:10]2[C:5]([C:6]([N:18]3[CH2:17][CH2:16][N:15]([C:21]([O:23][C:24]([CH3:27])([CH3:26])[CH3:25])=[O:22])[CH2:20][CH2:19]3)=[CH:7][C:8](=[O:12])[NH:9]2)=[CH:4][C:3]=1[Cl:14]. (2) Given the reactants [NH2:1][C:2]1[N:7]=[CH:6][C:5]([C:8]2[CH:13]=[CH:12][C:11]([O:14][CH3:15])=[C:10]([N:16]3[CH2:21][CH2:20][N:19](C(OC(C)(C)C)=O)[CH2:18][C@@H:17]3[CH3:29])[N:9]=2)=[CH:4][C:3]=1[O:30][C@@H:31]([C:33]1[C:38]([Cl:39])=[CH:37][CH:36]=[C:35]([F:40])[C:34]=1[Cl:41])[CH3:32].CC1NCCN(C([O-])=O)C1, predict the reaction product. The product is: [Cl:41][C:34]1[C:35]([F:40])=[CH:36][CH:37]=[C:38]([Cl:39])[C:33]=1[C@H:31]([O:30][C:3]1[CH:4]=[C:5]([C:8]2[CH:13]=[CH:12][C:11]([O:14][CH3:15])=[C:10]([N:16]3[CH2:21][CH2:20][NH:19][CH2:18][C@@H:17]3[CH3:29])[N:9]=2)[CH:6]=[N:7][C:2]=1[NH2:1])[CH3:32]. (3) Given the reactants [F:1][C:2]1[CH:7]=[CH:6][CH:5]=[C:4]([F:8])[C:3]=1[S:9]([NH:12][C:13]1[C:14]([F:23])=[C:15]([CH:20]=[CH:21][CH:22]=1)[C:16](OC)=[O:17])(=[O:11])=[O:10].C[Si]([N-][Si](C)(C)C)(C)C.[Li+].[Cl:34][C:35]1[N:40]=[C:39]([CH3:41])[CH:38]=[CH:37][N:36]=1, predict the reaction product. The product is: [Cl:34][C:35]1[N:40]=[C:39]([CH2:41][C:16]([C:15]2[C:14]([F:23])=[C:13]([NH:12][S:9]([C:3]3[C:2]([F:1])=[CH:7][CH:6]=[CH:5][C:4]=3[F:8])(=[O:10])=[O:11])[CH:22]=[CH:21][CH:20]=2)=[O:17])[CH:38]=[CH:37][N:36]=1.